This data is from Forward reaction prediction with 1.9M reactions from USPTO patents (1976-2016). The task is: Predict the product of the given reaction. (1) The product is: [CH2:34]([O:36][C:37]([C:39]([CH3:54])([O:41][C:42]1[CH:47]=[CH:46][C:45]([CH2:48][CH2:49][CH2:50][C:51]([Cl:64])=[O:52])=[CH:44][CH:43]=1)[CH3:40])=[O:38])[CH3:35]. Given the reactants C(OC(=O)C(OC1C=CC(CCCC2N(C)C(=O)N(CC3C=CC(C)=CC=3)N=2)=CC=1)(C)C)C.[CH2:34]([O:36][C:37]([C:39]([CH3:54])([O:41][C:42]1[CH:47]=[CH:46][C:45]([CH2:48][CH2:49][CH2:50][C:51](O)=[O:52])=[CH:44][CH:43]=1)[CH3:40])=[O:38])[CH3:35].C(OCC)(=O)C.C(Cl)(=O)C([Cl:64])=O, predict the reaction product. (2) Given the reactants [H][H].[F:3][CH:4]([F:17])/[C:5](/[C:11]1[CH:16]=[CH:15][CH:14]=[CH:13][CH:12]=1)=[CH:6]/[C:7]([O:9][CH3:10])=[O:8], predict the reaction product. The product is: [F:3][CH:4]([F:17])[CH:5]([C:11]1[CH:16]=[CH:15][CH:14]=[CH:13][CH:12]=1)[CH2:6][C:7]([O:9][CH3:10])=[O:8]. (3) Given the reactants [NH2:1][C:2]1[CH:7]=[CH:6][C:5]([OH:8])=[C:4]([F:9])[CH:3]=1.[CH:10](=O)[C:11]1[CH:16]=[CH:15][CH:14]=[CH:13][CH:12]=1.O.C1(C)C=CC(S(O)(=O)=O)=CC=1, predict the reaction product. The product is: [CH:10](=[N:1]/[C:2]1[CH:7]=[CH:6][C:5]([OH:8])=[C:4]([F:9])[CH:3]=1)\[C:11]1[CH:16]=[CH:15][CH:14]=[CH:13][CH:12]=1. (4) Given the reactants C(NC1C=CC(C2C=C3C(CN([C@@H](C(C)C)C(OC)=O)C3=O)=CC=2)=CC=1)(=O)C1C=CC=CC=1.[NH2:34][C:35]1[CH:40]=[CH:39][C:38]([C:41]2[CH:49]=[C:48]3[C:44]([CH2:45][N:46]([CH:51]4[CH2:56][CH2:55][CH2:54][CH:53]([C:57]([O:59][CH3:60])=[O:58])[CH2:52]4)[C:47]3=[O:50])=[CH:43][CH:42]=2)=[CH:37][CH:36]=1.[Cl:61][C:62]1[CH:63]=[C:64]([CH:68]=[CH:69][CH:70]=1)[C:65](Cl)=[O:66], predict the reaction product. The product is: [Cl:61][C:62]1[CH:63]=[C:64]([CH:68]=[CH:69][CH:70]=1)[C:65]([NH:34][C:35]1[CH:36]=[CH:37][C:38]([C:41]2[CH:49]=[C:48]3[C:44]([CH2:45][N:46]([CH:51]4[CH2:56][CH2:55][CH2:54][CH:53]([C:57]([O:59][CH3:60])=[O:58])[CH2:52]4)[C:47]3=[O:50])=[CH:43][CH:42]=2)=[CH:39][CH:40]=1)=[O:66].